Dataset: TCR-epitope binding with 47,182 pairs between 192 epitopes and 23,139 TCRs. Task: Binary Classification. Given a T-cell receptor sequence (or CDR3 region) and an epitope sequence, predict whether binding occurs between them. The epitope is YLNTLTLAV. The TCR CDR3 sequence is CASLLAGATGELFF. Result: 0 (the TCR does not bind to the epitope).